This data is from Full USPTO retrosynthesis dataset with 1.9M reactions from patents (1976-2016). The task is: Predict the reactants needed to synthesize the given product. Given the product [CH2:1]([O:8][C:9](=[O:28])[NH:10][C@H:11]([C:16](=[O:27])[NH:17][CH2:18][CH2:19][CH:20]=[O:21])[CH2:12][CH:13]([CH3:15])[CH3:14])[C:2]1[CH:7]=[CH:6][CH:5]=[CH:4][CH:3]=1, predict the reactants needed to synthesize it. The reactants are: [CH2:1]([O:8][C:9](=[O:28])[NH:10][C@H:11]([C:16](=[O:27])[NH:17][CH2:18][CH2:19][CH:20](OCC)[O:21]CC)[CH2:12][CH:13]([CH3:15])[CH3:14])[C:2]1[CH:7]=[CH:6][CH:5]=[CH:4][CH:3]=1.Cl.